From a dataset of Reaction yield outcomes from USPTO patents with 853,638 reactions. Predict the reaction yield, written as a fraction of the theoretical maximum amount of product (1.0 means a 100% yield; for example, 0.34 means a 34% yield). The reactants are [CH2:1]([N:3]1[C:11]2[C:6](=[CH:7][CH:8]=[C:9]([O:12][CH3:13])[CH:10]=2)[C:5]([C:14]#[N:15])=[C:4]1I)[CH3:2].[F:17][C:18]1[CH:23]=[CH:22][C:21]([C:24]#[CH:25])=[CH:20][CH:19]=1.CN(C=O)C.CCN(CC)CC. The catalyst is O.C1(C=CC=CC=1)[P](C1C=CC=CC=1)(C1C=CC=CC=1)[Pd][P](C1C=CC=CC=1)(C1C=CC=CC=1)C1C=CC=CC=1.[Cu]I. The product is [CH2:1]([N:3]1[C:11]2[C:6](=[CH:7][CH:8]=[C:9]([O:12][CH3:13])[CH:10]=2)[C:5]([C:14]#[N:15])=[C:4]1[C:25]#[C:24][C:21]1[CH:22]=[CH:23][C:18]([F:17])=[CH:19][CH:20]=1)[CH3:2]. The yield is 0.820.